Dataset: Full USPTO retrosynthesis dataset with 1.9M reactions from patents (1976-2016). Task: Predict the reactants needed to synthesize the given product. Given the product [Cl:7][C:4]1[S:3][CH:2]=[CH:6][C:5]=1[C:10]1[CH:18]=[CH:17][C:13]([C:14]([OH:16])=[O:15])=[CH:12][CH:11]=1, predict the reactants needed to synthesize it. The reactants are: Br[C:2]1[S:3][C:4]([Cl:7])=[CH:5][CH:6]=1.OB(O)[C:10]1[CH:18]=[CH:17][C:13]([C:14]([OH:16])=[O:15])=[CH:12][CH:11]=1.C([O-])([O-])=O.[Na+].[Na+].